Dataset: Forward reaction prediction with 1.9M reactions from USPTO patents (1976-2016). Task: Predict the product of the given reaction. (1) The product is: [C:1]([O:5][C:6]([N:8]1[CH2:13][CH2:12][CH2:11][CH:10]([O:14][C:15]2[CH:16]=[C:17]3[C:22](=[CH:23][CH:24]=2)[C:21]([NH2:25])=[N:20][CH:19]=[CH:18]3)[CH2:9]1)=[O:7])([CH3:4])([CH3:2])[CH3:3]. Given the reactants [C:1]([O:5][C:6]([N:8]1[CH2:13][CH2:12][CH2:11][C@H:10]([O:14][C:15]2[CH:16]=[C:17]3[C:22](=[CH:23][CH:24]=2)[C:21]([NH2:25])=[N:20][CH:19]=[CH:18]3)[CH2:9]1)=[O:7])([CH3:4])([CH3:3])[CH3:2].NC1C2C(=CC(O)=CC=2)C=CN=1.C(OC(N1CCC[C@@H](OS(C)(=O)=O)C1)=O)(C)(C)C.CCN(P1(N(C)CCCN1)=NC(C)(C)C)CC, predict the reaction product. (2) Given the reactants [CH:1]1([CH2:4][O:5][C:6]2[N:11]=[C:10]([C:12]([OH:14])=O)[CH:9]=[CH:8][C:7]=2[N:15]2[CH2:18][C:17]([F:20])([F:19])[CH2:16]2)[CH2:3][CH2:2]1.Cl.[NH2:22][C:23]1([CH2:29][C:30]([O:32][CH3:33])=[O:31])[CH2:28][CH2:27][O:26][CH2:25][CH2:24]1.CN(C(ON1N=NC2C=CC=CC1=2)=[N+](C)C)C.[B-](F)(F)(F)F.CCN(C(C)C)C(C)C, predict the reaction product. The product is: [CH3:33][O:32][C:30](=[O:31])[CH2:29][C:23]1([NH:22][C:12]([C:10]2[CH:9]=[CH:8][C:7]([N:15]3[CH2:18][C:17]([F:20])([F:19])[CH2:16]3)=[C:6]([O:5][CH2:4][CH:1]3[CH2:2][CH2:3]3)[N:11]=2)=[O:14])[CH2:24][CH2:25][O:26][CH2:27][CH2:28]1.